This data is from Full USPTO retrosynthesis dataset with 1.9M reactions from patents (1976-2016). The task is: Predict the reactants needed to synthesize the given product. (1) Given the product [NH:8]1[C:17]2[C:12](=[CH:13][CH:14]=[CH:15][CH:16]=2)[CH2:11][C:10]2([CH2:21][CH2:20][CH2:19][CH2:18]2)[C:9]1=[O:22], predict the reactants needed to synthesize it. The reactants are: COC1C=CC(C[N:8]2[C:17]3[C:12](=[CH:13][CH:14]=[CH:15][CH:16]=3)[CH2:11][C:10]3([CH2:21][CH2:20][CH2:19][CH2:18]3)[C:9]2=[O:22])=CC=1.C1(OC)C=CC=CC=1. (2) Given the product [N:1]([CH2:4][C@@H:5]1[CH2:6][C@@H:7]([O:10][C:11]2[CH:16]=[N:15][C:14]([CH:17]3[CH2:18][CH2:19]3)=[CH:13][N:12]=2)[CH2:8][N:9]1[CH2:28][C:29]([O:31][CH3:32])=[O:30])=[N+:2]=[N-:3], predict the reactants needed to synthesize it. The reactants are: [N:1]([CH2:4][C@H:5]1[NH:9][CH2:8][C@H:7]([O:10][C:11]2[CH:16]=[N:15][C:14]([CH:17]3[CH2:19][CH2:18]3)=[CH:13][N:12]=2)[CH2:6]1)=[N+:2]=[N-:3].C(N(CC)CC)C.Br[CH2:28][C:29]([O:31][CH3:32])=[O:30]. (3) Given the product [CH:36]([OH:43])([OH:42])[CH2:37][CH2:38][CH2:39][CH2:40][CH3:41].[C:4]1(=[O:6])[O:8][C:1](=[O:7])[CH2:2][CH2:3]1.[C:28]([OH:35])(=[O:34])[CH2:29][CH2:30][C:31]([OH:33])=[O:32].[CH:9]([OH:14])([OH:13])[CH2:10][CH2:11][CH2:12][CH2:36][CH2:37][CH2:38][CH2:39][CH3:40], predict the reactants needed to synthesize it. The reactants are: [C:1]([OH:8])(=[O:7])[CH2:2][CH2:3][C:4]([OH:6])=O.[CH:9]([OH:14])([OH:13])[CH2:10][CH2:11][CH3:12].C(O)(O)CCC.C1(=O)OC(=O)CC1.[C:28]([OH:35])(=[O:34])[CH2:29][CH2:30][C:31]([OH:33])=[O:32].[CH:36]([OH:43])([OH:42])[CH2:37][CH2:38][CH2:39][CH2:40][CH3:41]. (4) Given the product [Br:1][C:2]1[CH:3]=[C:4]([C:8]#[C:9][C:11]2[CH:16]=[CH:15][C:14]([OH:17])=[CH:13][CH:12]=2)[CH:5]=[CH:6][CH:7]=1, predict the reactants needed to synthesize it. The reactants are: [Br:1][C:2]1[CH:7]=[CH:6][CH:5]=[C:4]([C:8]#[CH:9])[CH:3]=1.I[C:11]1[CH:16]=[CH:15][C:14]([OH:17])=[CH:13][CH:12]=1.O1CCCC1.C(N(CC)CC)C.